This data is from Reaction yield outcomes from USPTO patents with 853,638 reactions. The task is: Predict the reaction yield, written as a fraction of the theoretical maximum amount of product (1.0 means a 100% yield; for example, 0.34 means a 34% yield). The reactants are [Br:1][C:2]1[CH:3]=[C:4]2[C:8](=[CH:9][C:10]=1[N+:11]([O-])=O)[NH:7][CH:6]=[CH:5]2. The catalyst is C(O)C.[Ni]. The product is [Br:1][C:2]1[CH:3]=[C:4]2[C:8](=[CH:9][C:10]=1[NH2:11])[NH:7][CH:6]=[CH:5]2. The yield is 0.300.